The task is: Predict the reactants needed to synthesize the given product.. This data is from Full USPTO retrosynthesis dataset with 1.9M reactions from patents (1976-2016). (1) Given the product [C:29]1([C:35]#[C:36][C:2]2[CH:3]=[C:4]([CH:9]=[CH:10][C:11]=2[NH:12][C:13](=[O:18])[C:14]([F:17])([F:16])[F:15])[C:5]([O:7][CH3:8])=[O:6])[CH:34]=[CH:33][CH:32]=[CH:31][CH:30]=1, predict the reactants needed to synthesize it. The reactants are: I[C:2]1[CH:3]=[C:4]([CH:9]=[CH:10][C:11]=1[NH:12][C:13](=[O:18])[C:14]([F:17])([F:16])[F:15])[C:5]([O:7][CH3:8])=[O:6].C(NCC)C.CN(C=O)C.[C:29]1([C:35]#[CH:36])[CH:34]=[CH:33][CH:32]=[CH:31][CH:30]=1. (2) Given the product [CH2:14]([CH:10]1[O:11][CH2:12][CH2:13][NH:8][CH2:9]1)[C:15]1[CH:16]=[CH:17][CH:18]=[CH:19][CH:20]=1, predict the reactants needed to synthesize it. The reactants are: C(OC([N:8]1[CH2:13][CH2:12][O:11][CH:10]([CH2:14][C:15]2[CH:20]=[CH:19][CH:18]=[CH:17][CH:16]=2)[CH2:9]1)=O)(C)(C)C. (3) Given the product [Cl:20][CH2:21][CH2:22][CH2:23][CH:24]([C:25]1[O:8][C:7]([C:6]2[CH:11]=[CH:12][C:13]([C:14]3[O:18][C:17]([CH3:19])=[N:16][CH:15]=3)=[C:4]([O:3][CH3:2])[CH:5]=2)=[N:9][N:10]=1)[C:28]1[CH:33]=[CH:32][C:31]([F:34])=[CH:30][C:29]=1[C:35]([F:38])([F:36])[F:37], predict the reactants needed to synthesize it. The reactants are: Cl.[CH3:2][O:3][C:4]1[CH:5]=[C:6]([CH:11]=[CH:12][C:13]=1[C:14]1[O:18][C:17]([CH3:19])=[N:16][CH:15]=1)[C:7]([NH:9][NH2:10])=[O:8].[Cl:20][CH2:21][CH2:22][CH2:23][CH:24]([C:28]1[CH:33]=[CH:32][C:31]([F:34])=[CH:30][C:29]=1[C:35]([F:38])([F:37])[F:36])[C:25](O)=O.C(N(CC)CC)C.CN(C(ON1N=NC2C=CC=NC1=2)=[N+](C)C)C.F[P-](F)(F)(F)(F)F. (4) Given the product [Br:1][C:2]1[N:10]([CH2:15][C:16]2[CH:21]=[CH:20][CH:19]=[CH:18][C:17]=2[C:22]#[N:23])[C:9]2[C:8](=[O:11])[NH:7][C:6](=[O:12])[N:5]([CH3:13])[C:4]=2[N:3]=1, predict the reactants needed to synthesize it. The reactants are: [Br:1][C:2]1[NH:10][C:9]2[C:8](=[O:11])[NH:7][C:6](=[O:12])[N:5]([CH3:13])[C:4]=2[N:3]=1.Br[CH2:15][C:16]1[C:17]([C:22]#[N:23])=[CH:18][CH:19]=[CH:20][CH:21]=1. (5) Given the product [CH3:11][O:12][C:13]1[CH:14]=[CH:15][C:16]([C:19]2[CH:20]=[CH:21][C:22]([S:25]([NH:28][CH:29]([CH2:34][CH:35]([OH:37])[CH2:36][S:1][C:2]3[O:3][C:4]4[CH:10]=[CH:9][CH:8]=[CH:7][C:5]=4[N:6]=3)[C:30]([OH:32])=[O:31])(=[O:26])=[O:27])=[CH:23][CH:24]=2)=[CH:17][CH:18]=1, predict the reactants needed to synthesize it. The reactants are: [SH:1][C:2]1[O:3][C:4]2[CH:10]=[CH:9][CH:8]=[CH:7][C:5]=2[N:6]=1.[CH3:11][O:12][C:13]1[CH:18]=[CH:17][C:16]([C:19]2[CH:24]=[CH:23][C:22]([S:25]([NH:28][CH:29]([CH2:34][CH:35]3[O:37][CH2:36]3)[C:30]([O:32]C)=[O:31])(=[O:27])=[O:26])=[CH:21][CH:20]=2)=[CH:15][CH:14]=1. (6) Given the product [ClH:20].[ClH:20].[NH2:8][C:9]1[S:10][C:11]([F:19])=[CH:12][N:13]=1, predict the reactants needed to synthesize it. The reactants are: C(OC([NH:8][C:9]1[S:10][C:11]([F:19])=[C:12](CN(OC)C)[N:13]=1)=O)(C)(C)C.[ClH:20]. (7) The reactants are: [C:1]([O:5][C:6](=[O:15])[NH:7][C:8]1[NH:12][C:11]([CH2:13]O)=[N:10][N:9]=1)([CH3:4])([CH3:3])[CH3:2].[NH2:16][C:17]1[CH:22]=[C:21]([Cl:23])[CH:20]=[CH:19][C:18]=1[SH:24].C1C=CC(P(C2C=CC=CC=2)C2C=CC=CC=2)=CC=1.CC(OC(/N=N/C(OC(C)(C)C)=O)=O)(C)C. Given the product [C:1]([O:5][C:6](=[O:15])[NH:7][C:8]1[NH:12][C:11]([CH2:13][S:24][C:18]2[CH:19]=[CH:20][C:21]([Cl:23])=[CH:22][C:17]=2[NH2:16])=[N:10][N:9]=1)([CH3:4])([CH3:3])[CH3:2], predict the reactants needed to synthesize it.